Task: Predict which catalyst facilitates the given reaction.. Dataset: Catalyst prediction with 721,799 reactions and 888 catalyst types from USPTO (1) The catalyst class is: 4. Product: [CH3:23][S:24]([O:15][CH2:14][C:13]1[C:9]([C:6]2[CH:5]=[CH:4][C:3]([CH2:1][CH3:2])=[CH:8][CH:7]=2)=[N:10][S:11][C:12]=1[C:16]([F:22])([F:21])[C:17]([F:18])([F:19])[F:20])(=[O:26])=[O:25]. Reactant: [CH2:1]([C:3]1[CH:8]=[CH:7][C:6]([C:9]2[C:13]([CH2:14][OH:15])=[C:12]([C:16]([F:22])([F:21])[C:17]([F:20])([F:19])[F:18])[S:11][N:10]=2)=[CH:5][CH:4]=1)[CH3:2].[CH3:23][S:24](Cl)(=[O:26])=[O:25].C(N(CC)CC)C. (2) Reactant: [C:1]([O:5][C:6]1[CH:7]=[C:8]([C@H:12]([NH:14]C(=O)COC)[CH3:13])[CH:9]=[CH:10][CH:11]=1)([CH3:4])([CH3:3])[CH3:2].N(CCO)(CCO)CCO.[OH-].[Na+]. Product: [C:1]([O:5][C:6]1[CH:7]=[C:8]([C@H:12]([NH2:14])[CH3:13])[CH:9]=[CH:10][CH:11]=1)([CH3:4])([CH3:2])[CH3:3]. The catalyst class is: 6. (3) Reactant: Cl[Si](C)(C)C.[N:6]1[CH:11]=[CH:10][CH:9]=[CH:8][CH:7]=1.Cl[S:13]([C:16]1[CH:25]=[CH:24][CH:23]=[CH:22][C:17]=1[C:18]([O:20][CH3:21])=[O:19])(=[O:15])=[O:14].Cl. Product: [CH3:21][O:20][C:18]([C:17]1[CH:22]=[CH:23][CH:24]=[CH:25][C:16]=1[S:13]([NH:6][C:11]1[CH:24]=[CH:25][C:16]2[C:9](=[CH:8][CH:7]=[CH:22][CH:17]=2)[C:10]=1[C:18]([O:20][CH3:21])=[O:19])(=[O:15])=[O:14])=[O:19]. The catalyst class is: 4.